This data is from Full USPTO retrosynthesis dataset with 1.9M reactions from patents (1976-2016). The task is: Predict the reactants needed to synthesize the given product. (1) Given the product [C:1]([O:5][C:6](=[O:17])[N:7]([C:8]1[CH:13]=[C:12]([Br:14])[CH:11]=[C:10]([F:15])[C:9]=1[F:16])[CH2:21][C:22]#[N:23])([CH3:4])([CH3:2])[CH3:3], predict the reactants needed to synthesize it. The reactants are: [C:1]([O:5][C:6](=[O:17])[NH:7][C:8]1[CH:13]=[C:12]([Br:14])[CH:11]=[C:10]([F:15])[C:9]=1[F:16])([CH3:4])([CH3:3])[CH3:2].[H-].[Na+].Br[CH2:21][C:22]#[N:23]. (2) The reactants are: [Br:1][C:2]1[N:7]2[CH:8]=[C:9](C(NN)=O)[N:10]=[C:6]2[C:5]([N:15]2[CH2:20][CH2:19][O:18][CH2:17][CH2:16]2)=[N:4][CH:3]=1.N([O-])=O.[Na+].[N-:25]=[N+]=[N-].[Na+].[C:29]([O-:32])([O-])=[O:30].[Na+].[Na+].[CH3:35][CH2:36]O. Given the product [Br:1][C:2]1[N:7]2[CH:8]=[C:9]([NH:25][C:29](=[O:30])[O:32][CH2:35][CH3:36])[N:10]=[C:6]2[C:5]([N:15]2[CH2:16][CH2:17][O:18][CH2:19][CH2:20]2)=[N:4][CH:3]=1, predict the reactants needed to synthesize it. (3) Given the product [NH2:24][CH2:25][C:26]([NH:28][C@H:29]([C:37]([NH:1][C@H:2]([C:7]([O:9][CH2:10][CH2:11][N:12]([CH2:13][CH3:14])[CH2:15][CH3:16])=[O:8])[CH2:3][CH2:4][S:5][CH3:6])=[O:38])[CH2:30][C:31]1[CH:36]=[CH:35][CH:34]=[CH:33][CH:32]=1)=[O:27].[F:17][C:18]([C:21]([OH:23])=[O:22])([F:20])[F:19], predict the reactants needed to synthesize it. The reactants are: [NH2:1][C@H:2]([C:7]([O:9][CH2:10][CH2:11][N:12]([CH2:15][CH3:16])[CH2:13][CH3:14])=[O:8])[CH2:3][CH2:4][S:5][CH3:6].[F:17][C:18]([C:21]([OH:23])=[O:22])([F:20])[F:19].[NH:24](C(OC(C)(C)C)=O)[CH2:25][C:26]([NH:28][C@H:29]([C:37](ON1C(=O)CCC1=O)=[O:38])[CH2:30][C:31]1[CH:36]=[CH:35][CH:34]=[CH:33][CH:32]=1)=[O:27].C(OCC)(=O)C. (4) The reactants are: [C:1]1([CH:7]([CH3:21])[CH2:8][NH:9][C:10]2[N:20]=[CH:19][CH:18]=[CH:17][C:11]=2[C:12]([O:14][CH2:15]C)=[O:13])[CH:6]=[CH:5][CH:4]=[CH:3][CH:2]=1.C(C(CC)CNC1N=CC=CC=1C(OCC)=[O:30])C. Given the product [C:1]1([CH:7]([CH3:21])[CH2:8][N:9]2[C:10]3[N:20]=[CH:19][CH:18]=[CH:17][C:11]=3[C:12](=[O:13])[O:14][C:15]2=[O:30])[CH:6]=[CH:5][CH:4]=[CH:3][CH:2]=1, predict the reactants needed to synthesize it. (5) Given the product [C:53]1([C@H:16]([NH:15][C@H:12]2[CH2:13][CH2:14][N:10]([C:7]3[CH:8]=[C:9]([C:4]4[CH:1]=[CH:2][CH:68]=[CH:6][CH:5]=4)[N:35]=[CH:31][N:32]=3)[CH2:11]2)[CH3:18])[C:58]2[C:57](=[CH:73][CH:74]=[CH:75][CH:76]=2)[CH:56]=[CH:55][CH:54]=1, predict the reactants needed to synthesize it. The reactants are: [C:1]([C:4]1[CH:9]=[CH:8][C:7]([N:10]2[CH2:14][CH2:13][C@H:12]([NH:15][C@@H:16]([C:18]3C4C(=CC=CC=4)C=CC=3)C)[CH2:11]2)=[CH:6][CH:5]=1)(=O)[CH3:2].ClC1N=C[N:32]=[C:31]([N:35]2CC[C@H]([C@@](N)(C3C4C(=CC=CC=4)C=CC=3)C)C2)C=1.[C:53]1(B(O)O)[CH:58]=[CH:57][CH:56]=[CH:55][CH:54]=1.C(=O)([O-])[O-].[K+].[K+].[C:68](=O)(O)[O-].[Na+].[C:73]1(C)C=C[CH:76]=[CH:75][CH:74]=1. (6) Given the product [CH3:1][O:2][C:3]1[CH:24]=[CH:23][C:6]2[N:7]([CH2:10][C:11]3[CH:22]=[CH:21][C:14]4[N:15]=[C:16]([NH:25][C@@H:26]5[CH2:31][CH2:30][CH2:29][CH2:28][C@H:27]5[OH:32])[O:17][C:13]=4[CH:12]=3)[CH:8]=[N:9][C:5]=2[CH:4]=1, predict the reactants needed to synthesize it. The reactants are: [CH3:1][O:2][C:3]1[CH:24]=[CH:23][C:6]2[N:7]([CH2:10][C:11]3[CH:22]=[CH:21][C:14]4[N:15]=[C:16](S(C)=O)[O:17][C:13]=4[CH:12]=3)[CH:8]=[N:9][C:5]=2[CH:4]=1.[NH2:25][C@@H:26]1[CH2:31][CH2:30][CH2:29][CH2:28][C@H:27]1[OH:32].CCN(C(C)C)C(C)C.O. (7) Given the product [Na+:43].[CH3:1][O:2][C:3]1[CH:4]=[C:5]([S:25]([C:28]2[CH:38]=[CH:37][C:31]([O:32][CH2:33][C:34]([O-:36])=[O:35])=[CH:30][CH:29]=2)(=[O:26])=[O:27])[C:6]2[NH:10][C:9]([S:11]([CH2:13][C:14]3[C:19]([CH3:20])=[C:18]([O:21][CH3:22])[C:17]([CH3:23])=[CH:16][N:15]=3)=[O:12])=[N:8][C:7]=2[CH:24]=1, predict the reactants needed to synthesize it. The reactants are: [CH3:1][O:2][C:3]1[CH:4]=[C:5]([S:25]([C:28]2[CH:38]=[CH:37][C:31]([O:32][CH2:33][C:34]([OH:36])=[O:35])=[CH:30][CH:29]=2)(=[O:27])=[O:26])[C:6]2[NH:10][C:9]([S:11]([CH2:13][C:14]3[C:19]([CH3:20])=[C:18]([O:21][CH3:22])[C:17]([CH3:23])=[CH:16][N:15]=3)=[O:12])=[N:8][C:7]=2[CH:24]=1.C(=O)(O)[O-].[Na+:43]. (8) Given the product [CH3:11][O:12][C:13](=[O:24])[CH2:14][CH2:15][C:16]1[CH:21]=[CH:20][C:19]([O:22][C:8]2[CH:7]=[C:4]([C:5]#[N:6])[CH:3]=[C:2]([Cl:1])[CH:9]=2)=[CH:18][C:17]=1[CH3:23], predict the reactants needed to synthesize it. The reactants are: [Cl:1][C:2]1[CH:3]=[C:4]([CH:7]=[C:8](F)[CH:9]=1)[C:5]#[N:6].[CH3:11][O:12][C:13](=[O:24])[CH2:14][CH2:15][C:16]1[CH:21]=[CH:20][C:19]([OH:22])=[CH:18][C:17]=1[CH3:23].C(=O)([O-])[O-].[Cs+].[Cs+].CN(C)C=O. (9) The reactants are: [Cl-].O[NH3+:3].[C:4](=[O:7])([O-])[OH:5].[Na+].CS(C)=O.[CH3:13][O:14][CH2:15][CH:16]([N:18]1[C:23](=[O:24])[C:22]([CH2:25][C:26]2[CH:31]=[CH:30][C:29]([C:32]3[C:33]([C:38]#[N:39])=[CH:34][CH:35]=[CH:36][CH:37]=3)=[CH:28][CH:27]=2)=[C:21]([CH2:40][CH2:41][CH3:42])[N:20]2[N:43]=[C:44]([CH3:46])[N:45]=[C:19]12)[CH3:17]. Given the product [CH3:13][O:14][CH2:15][CH:16]([N:18]1[C:23](=[O:24])[C:22]([CH2:25][C:26]2[CH:31]=[CH:30][C:29]([C:32]3[CH:37]=[CH:36][CH:35]=[CH:34][C:33]=3[C:38]3[NH:3][C:4](=[O:7])[O:5][N:39]=3)=[CH:28][CH:27]=2)=[C:21]([CH2:40][CH2:41][CH3:42])[N:20]2[N:43]=[C:44]([CH3:46])[N:45]=[C:19]12)[CH3:17], predict the reactants needed to synthesize it.